Predict the reaction yield, written as a fraction of the theoretical maximum amount of product (1.0 means a 100% yield; for example, 0.34 means a 34% yield). From a dataset of Reaction yield outcomes from USPTO patents with 853,638 reactions. (1) The reactants are [CH3:1][O:2][C:3](=[O:15])[CH:4](Cl)[C:5]([C:7]1[CH:12]=[CH:11][C:10]([F:13])=[CH:9][CH:8]=1)=O.[C:16]([NH2:19])(=[S:18])[CH3:17]. The catalyst is CCO. The product is [CH3:1][O:2][C:3]([C:4]1[S:18][C:16]([CH3:17])=[N:19][C:5]=1[C:7]1[CH:12]=[CH:11][C:10]([F:13])=[CH:9][CH:8]=1)=[O:15]. The yield is 0.734. (2) The reactants are [Cl:1][C:2]1[C:7]([CH2:8][NH:9][CH3:10])=[CH:6][CH:5]=[CH:4][N:3]=1.[F:11][C:12]([F:39])([F:38])[C:13]1[CH:14]=[C:15]([CH:31]=[C:32]([C:34]([F:37])([F:36])[F:35])[CH:33]=1)[CH2:16][N:17]1[C:21]([C:22]2[CH:27]=[CH:26][CH:25]=[CH:24][CH:23]=2)=[C:20]([C:28]([OH:30])=O)[N:19]=[N:18]1.CCN=C=NCCCN(C)C.ON1C2N=CC=CC=2N=N1.C(N(CC)C(C)C)(C)C. The catalyst is CN(C=O)C. The product is [Cl:1][C:2]1[C:7]([CH2:8][N:9]([CH3:10])[C:28]([C:20]2[N:19]=[N:18][N:17]([CH2:16][C:15]3[CH:31]=[C:32]([C:34]([F:37])([F:36])[F:35])[CH:33]=[C:13]([C:12]([F:39])([F:11])[F:38])[CH:14]=3)[C:21]=2[C:22]2[CH:27]=[CH:26][CH:25]=[CH:24][CH:23]=2)=[O:30])=[CH:6][CH:5]=[CH:4][N:3]=1. The yield is 0.920. (3) The product is [CH3:1][C:2]1([CH3:13])[O:7][C:6]2[CH:8]=[CH:9][N:10]=[CH:11][C:5]=2[NH:4][CH2:3]1. No catalyst specified. The reactants are [CH3:1][C:2]1([CH3:13])[O:7][C:6]2[CH:8]=[CH:9][N:10]=[CH:11][C:5]=2[NH:4][C:3]1=O.[H-].[Al+3].[Li+].[H-].[H-].[H-].O1CCCC1. The yield is 1.00. (4) The reactants are [CH2:1]([O:3][C:4]([C:6]1[C:7](Cl)=[N:8][C:9]2[C:14]([C:15]=1[C:16]1[CH:21]=[CH:20][CH:19]=[CH:18][CH:17]=1)=[CH:13][C:12]([Cl:22])=[CH:11][CH:10]=2)=[O:5])[CH3:2].[NH:24]1[CH2:28][CH2:27][CH2:26][CH2:25]1.C([O-])([O-])=O.[K+].[K+]. The catalyst is CS(C)=O.O. The product is [CH2:1]([O:3][C:4]([C:6]1[C:7]([N:24]2[CH2:28][CH2:27][CH2:26][CH2:25]2)=[N:8][C:9]2[C:14]([C:15]=1[C:16]1[CH:21]=[CH:20][CH:19]=[CH:18][CH:17]=1)=[CH:13][C:12]([Cl:22])=[CH:11][CH:10]=2)=[O:5])[CH3:2]. The yield is 0.680.